From a dataset of Catalyst prediction with 721,799 reactions and 888 catalyst types from USPTO. Predict which catalyst facilitates the given reaction. Reactant: [F:1][C:2]1[CH:7]=[C:6]([F:8])[C:5]([C:9]2[CH:10]=[N:11][CH:12]=[N:13][CH:14]=2)=[CH:4][C:3]=1[C@@:15]([NH:27][S@@](C(C)(C)C)=O)([CH2:17][C@H:18]([C:20]1[C:21]([CH3:26])=[N:22][O:23][C:24]=1[CH3:25])[OH:19])[CH3:16].Cl. Product: [NH2:27][C@@:15]([C:3]1[CH:4]=[C:5]([C:9]2[CH:14]=[N:13][CH:12]=[N:11][CH:10]=2)[C:6]([F:8])=[CH:7][C:2]=1[F:1])([CH3:16])[CH2:17][C@H:18]([C:20]1[C:21]([CH3:26])=[N:22][O:23][C:24]=1[CH3:25])[OH:19]. The catalyst class is: 2.